This data is from Merck oncology drug combination screen with 23,052 pairs across 39 cell lines. The task is: Regression. Given two drug SMILES strings and cell line genomic features, predict the synergy score measuring deviation from expected non-interaction effect. (1) Drug 1: CN(C)C(=N)N=C(N)N. Drug 2: O=C(CCCCCCC(=O)Nc1ccccc1)NO. Cell line: UWB1289. Synergy scores: synergy=9.93. (2) Drug 1: O=S1(=O)NC2(CN1CC(F)(F)F)C1CCC2Cc2cc(C=CCN3CCC(C(F)(F)F)CC3)ccc2C1. Drug 2: O=C(O)C1(Cc2cccc(Nc3nccs3)n2)CCC(Oc2cccc(Cl)c2F)CC1. Cell line: NCIH460. Synergy scores: synergy=-16.0. (3) Drug 1: N#Cc1ccc(Cn2cncc2CN2CCN(c3cccc(Cl)c3)C(=O)C2)cc1. Drug 2: CCc1cnn2c(NCc3ccc[n+]([O-])c3)cc(N3CCCCC3CCO)nc12. Cell line: EFM192B. Synergy scores: synergy=2.32. (4) Drug 1: NC(=O)c1cccc2cn(-c3ccc(C4CCCNC4)cc3)nc12. Drug 2: CC1(c2nc3c(C(N)=O)cccc3[nH]2)CCCN1. Cell line: HT144. Synergy scores: synergy=-27.4. (5) Drug 1: C=CCn1c(=O)c2cnc(Nc3ccc(N4CCN(C)CC4)cc3)nc2n1-c1cccc(C(C)(C)O)n1. Drug 2: CC(C)CC(NC(=O)C(Cc1ccccc1)NC(=O)c1cnccn1)B(O)O. Cell line: HT29. Synergy scores: synergy=-18.9. (6) Synergy scores: synergy=1.82. Drug 2: CCc1cnn2c(NCc3ccc[n+]([O-])c3)cc(N3CCCCC3CCO)nc12. Drug 1: COC12C(COC(N)=O)C3=C(C(=O)C(C)=C(N)C3=O)N1CC1NC12. Cell line: HCT116. (7) Drug 1: COC12C(COC(N)=O)C3=C(C(=O)C(C)=C(N)C3=O)N1CC1NC12. Drug 2: COC1=C2CC(C)CC(OC)C(O)C(C)C=C(C)C(OC(N)=O)C(OC)C=CC=C(C)C(=O)NC(=CC1=O)C2=O. Cell line: MSTO. Synergy scores: synergy=-23.9.